Task: Predict which catalyst facilitates the given reaction.. Dataset: Catalyst prediction with 721,799 reactions and 888 catalyst types from USPTO (1) Reactant: [F:1][C:2]1[CH:17]=[CH:16][C:5]([CH2:6][O:7][C:8]2[CH:9]=[C:10]([NH2:15])[C:11]([NH2:14])=[CH:12][CH:13]=2)=[CH:4][CH:3]=1.[C:18](O[C:18]([O:19][CH2:20][CH3:21])=[O:22])(=[O:22])[O:19][CH2:20][CH3:21]. Product: [CH2:20]([O:19][C:18](=[O:22])[NH:14][C:11]1[CH:12]=[CH:13][C:8]([O:7][CH2:6][C:5]2[CH:16]=[CH:17][C:2]([F:1])=[CH:3][CH:4]=2)=[CH:9][C:10]=1[NH2:15])[CH3:21]. The catalyst class is: 8. (2) Reactant: Br[C:2]1[CH:3]=[C:4]([CH3:15])[C:5]([N:10]2[CH:14]=[N:13][CH:12]=[N:11]2)=[C:6]([CH:9]=1)[C:7]#[N:8].C([O-])([O-])=O.[K+].[K+].[C:22]1(P(C2C=CC=CC=2)C2C=CC=CC=2)C=CC=C[CH:23]=1. Product: [CH3:15][C:4]1[C:5]([N:10]2[CH:14]=[N:13][CH:12]=[N:11]2)=[C:6]([CH:9]=[C:2]([CH:22]=[CH2:23])[CH:3]=1)[C:7]#[N:8]. The catalyst class is: 11. (3) Product: [CH2:1]([O:5][C:6]1([NH2:26])[CH:11]=[CH:10][CH:9]=[C:8]([O:15][CH2:16][CH2:17][CH2:18][CH3:19])[CH:7]1[O:20][CH2:21][CH2:22][CH2:23][CH3:24])[CH2:2][CH2:3][CH3:4]. Reactant: [CH2:1]([O:5][C:6]1[CH:11]=[C:10]([N+]([O-])=O)[CH:9]=[C:8]([O:15][CH2:16][CH2:17][CH2:18][CH3:19])[C:7]=1[O:20][CH2:21][CH2:22][CH2:23][CH3:24])[CH2:2][CH2:3][CH3:4].O.[NH2:26]N. The catalyst class is: 8. (4) Reactant: CC1(C)C(C)(C)OB([C:9]2[CH:10]=[C:11]3[C:16](=[CH:17][CH:18]=2)[CH:15]=[C:14]([C:19]2[NH:23][C:22]([C@@H:24]4[CH2:28][CH2:27][CH2:26][N:25]4[C:29]([O:31][C:32]([CH3:35])([CH3:34])[CH3:33])=[O:30])=[N:21][CH:20]=2)[CH:13]=[CH:12]3)O1.Br[C:38]1[CH:39]=[C:40]2[C:60](=[CH:61][CH:62]=1)[C:44]1[NH:45][C:46]([C@@H:48]3[CH2:52][CH2:51][CH2:50][N:49]3[C:53]([O:55][C:56]([CH3:59])([CH3:58])[CH3:57])=[O:54])=[N:47][C:43]=1[CH2:42][CH2:41]2.C(=O)(O)[O-].[Na+]. Product: [C:32]([O:31][C:29]([N:25]1[CH2:26][CH2:27][CH2:28][C@H:24]1[C:22]1[NH:23][C:19]([C:14]2[CH:15]=[C:16]3[C:11](=[CH:12][CH:13]=2)[CH:10]=[C:9]([C:38]2[CH:39]=[C:40]4[C:60](=[CH:61][CH:62]=2)[C:44]2[NH:45][C:46]([C@@H:48]5[CH2:52][CH2:51][CH2:50][N:49]5[C:53]([O:55][C:56]([CH3:58])([CH3:57])[CH3:59])=[O:54])=[N:47][C:43]=2[CH2:42][CH2:41]4)[CH:18]=[CH:17]3)=[CH:20][N:21]=1)=[O:30])([CH3:35])([CH3:33])[CH3:34]. The catalyst class is: 108. (5) Reactant: [OH:1][CH:2]([C:8]1[C:17]([CH3:18])=[CH:16][C:15]2[C:10](=[CH:11][CH:12]=[CH:13][CH:14]=2)[C:9]=1[O:19][S:20]([C:23]([F:26])([F:25])[F:24])(=[O:22])=[O:21])[C:3]([O:5][CH2:6][CH3:7])=[O:4].CC(OI1(OC(C)=O)(OC(C)=O)OC(=O)C2C=CC=CC1=2)=O.[O-]S([O-])(=S)=O.[Na+].[Na+]. Product: [CH3:18][C:17]1[C:8]([C:2](=[O:1])[C:3]([O:5][CH2:6][CH3:7])=[O:4])=[C:9]([O:19][S:20]([C:23]([F:24])([F:25])[F:26])(=[O:22])=[O:21])[C:10]2[C:15]([CH:16]=1)=[CH:14][CH:13]=[CH:12][CH:11]=2. The catalyst class is: 2.